From a dataset of Forward reaction prediction with 1.9M reactions from USPTO patents (1976-2016). Predict the product of the given reaction. (1) Given the reactants [CH2:1]([O:8][C:9]1[CH:14]=[CH:13][C:12]([C:15]2[N:24]([CH2:25][O:26][CH2:27][CH2:28][Si:29]([CH3:32])([CH3:31])[CH3:30])[C:18]3=[N:19][C:20](Cl)=[CH:21][CH:22]=[C:17]3[N:16]=2)=[CH:11][CH:10]=1)[C:2]1[CH:7]=[CH:6][CH:5]=[CH:4][CH:3]=1.[C:33]([N:40]1[CH2:45][CH2:44][NH:43][C:42](=[O:46])[CH2:41]1)([O:35][C:36]([CH3:39])([CH3:38])[CH3:37])=[O:34].CC(OC1C=CC=C(OC(C)C)C=1C1C(P(C2CCCCC2)C2CCCCC2)=CC=CC=1)C.C([O-])([O-])=O.[Cs+].[Cs+], predict the reaction product. The product is: [CH2:1]([O:8][C:9]1[CH:14]=[CH:13][C:12]([C:15]2[N:24]([CH2:25][O:26][CH2:27][CH2:28][Si:29]([CH3:32])([CH3:31])[CH3:30])[C:18]3=[N:19][C:20]([N:43]4[CH2:44][CH2:45][N:40]([C:33]([O:35][C:36]([CH3:38])([CH3:37])[CH3:39])=[O:34])[CH2:41][C:42]4=[O:46])=[CH:21][CH:22]=[C:17]3[N:16]=2)=[CH:11][CH:10]=1)[C:2]1[CH:7]=[CH:6][CH:5]=[CH:4][CH:3]=1. (2) Given the reactants [OH:1][CH2:2][CH2:3][C:4]#[N:5].CN(C1C=CC=CN=1)C.C(N(CC)CC)C.[C:22]([Si:26](Cl)([C:33]1[CH:38]=[CH:37][CH:36]=[CH:35][CH:34]=1)[C:27]1[CH:32]=[CH:31][CH:30]=[CH:29][CH:28]=1)([CH3:25])([CH3:24])[CH3:23], predict the reaction product. The product is: [Si:26]([O:1][CH2:2][CH2:3][C:4]#[N:5])([C:22]([CH3:25])([CH3:24])[CH3:23])([C:33]1[CH:34]=[CH:35][CH:36]=[CH:37][CH:38]=1)[C:27]1[CH:32]=[CH:31][CH:30]=[CH:29][CH:28]=1. (3) Given the reactants O1CCCC1.[C:6]1([CH3:23])[CH:11]=[CH:10][C:9]([O:12][C:13]2[S:17][C:16]([CH2:18][C:19](Cl)=[N:20][OH:21])=[CH:15][CH:14]=2)=[CH:8][CH:7]=1.[C:24]([C:26]1[C:27]([NH2:32])=[N:28][CH:29]=[CH:30][CH:31]=1)#[CH:25].C(N(CC)CC)C, predict the reaction product. The product is: [C:6]1([CH3:23])[CH:11]=[CH:10][C:9]([O:12][C:13]2[S:17][C:16]([CH2:18][C:19]3[CH:25]=[C:24]([C:26]4[C:27]([NH2:32])=[N:28][CH:29]=[CH:30][CH:31]=4)[O:21][N:20]=3)=[CH:15][CH:14]=2)=[CH:8][CH:7]=1.